From a dataset of NCI-60 drug combinations with 297,098 pairs across 59 cell lines. Regression. Given two drug SMILES strings and cell line genomic features, predict the synergy score measuring deviation from expected non-interaction effect. (1) Drug 1: CNC(=O)C1=CC=CC=C1SC2=CC3=C(C=C2)C(=NN3)C=CC4=CC=CC=N4. Drug 2: COC1=C2C(=CC3=C1OC=C3)C=CC(=O)O2. Cell line: HT29. Synergy scores: CSS=-3.63, Synergy_ZIP=-0.551, Synergy_Bliss=-2.85, Synergy_Loewe=-4.08, Synergy_HSA=-4.09. (2) Drug 1: C(=O)(N)NO. Synergy scores: CSS=2.13, Synergy_ZIP=-1.66, Synergy_Bliss=-0.433, Synergy_Loewe=-1.49, Synergy_HSA=-1.26. Drug 2: C1C(C(OC1N2C=NC3=C2NC=NCC3O)CO)O. Cell line: OVCAR-8. (3) Drug 1: COC1=CC(=CC(=C1O)OC)C2C3C(COC3=O)C(C4=CC5=C(C=C24)OCO5)OC6C(C(C7C(O6)COC(O7)C8=CC=CS8)O)O. Drug 2: C1=NC2=C(N=C(N=C2N1C3C(C(C(O3)CO)O)O)F)N. Cell line: MCF7. Synergy scores: CSS=33.1, Synergy_ZIP=1.04, Synergy_Bliss=0.298, Synergy_Loewe=-23.7, Synergy_HSA=-1.03. (4) Drug 1: COC1=C(C=C2C(=C1)N=CN=C2NC3=CC(=C(C=C3)F)Cl)OCCCN4CCOCC4. Drug 2: CC1=C(C=C(C=C1)C(=O)NC2=CC(=CC(=C2)C(F)(F)F)N3C=C(N=C3)C)NC4=NC=CC(=N4)C5=CN=CC=C5. Cell line: SK-MEL-2. Synergy scores: CSS=-8.06, Synergy_ZIP=-3.93, Synergy_Bliss=-12.3, Synergy_Loewe=-14.2, Synergy_HSA=-14.0.